This data is from Peptide-MHC class I binding affinity with 185,985 pairs from IEDB/IMGT. The task is: Regression. Given a peptide amino acid sequence and an MHC pseudo amino acid sequence, predict their binding affinity value. This is MHC class I binding data. (1) The peptide sequence is SICSKSNPF. The MHC is HLA-B15:01 with pseudo-sequence HLA-B15:01. The binding affinity (normalized) is 0.662. (2) The peptide sequence is VVGADGFGY. The MHC is HLA-A02:11 with pseudo-sequence HLA-A02:11. The binding affinity (normalized) is 0.0847. (3) The peptide sequence is VIVIYIFTV. The MHC is HLA-A02:01 with pseudo-sequence HLA-A02:01. The binding affinity (normalized) is 0.571. (4) The peptide sequence is QPWTPVSSF. The MHC is HLA-B48:01 with pseudo-sequence HLA-B48:01. The binding affinity (normalized) is 0.0847. (5) The peptide sequence is FELLHFISS. The MHC is HLA-A02:03 with pseudo-sequence HLA-A02:03. The binding affinity (normalized) is 0.0847.